From a dataset of Forward reaction prediction with 1.9M reactions from USPTO patents (1976-2016). Predict the product of the given reaction. (1) Given the reactants [Cl:1][C:2]1[CH:3]=[CH:4][C:5]([O:15][CH2:16][C:17]2[CH:22]=[CH:21][C:20]([Br:23])=[CH:19][C:18]=2[F:24])=[C:6]([C:8](=O)[CH2:9][CH2:10][C:11](=O)[CH3:12])[CH:7]=1.[NH2:25][C:26]1[CH:27]=[C:28]([C:36]([OH:38])=[O:37])[C:29]2[C:34]([CH:35]=1)=[CH:33][CH:32]=[CH:31][CH:30]=2.CC1C=CC(S(O)(=O)=O)=CC=1, predict the reaction product. The product is: [Cl:1][C:2]1[CH:3]=[CH:4][C:5]([O:15][CH2:16][C:17]2[CH:22]=[CH:21][C:20]([Br:23])=[CH:19][C:18]=2[F:24])=[C:6]([C:8]2[N:25]([C:26]3[CH:27]=[C:28]([C:36]([OH:38])=[O:37])[C:29]4[C:34]([CH:35]=3)=[CH:33][CH:32]=[CH:31][CH:30]=4)[C:11]([CH3:12])=[CH:10][CH:9]=2)[CH:7]=1. (2) Given the reactants [N:1]1([C:6]([C:8]2[CH:9]=[N:10][N:11]([C:13]3[CH:32]=[CH:31][C:16]([O:17][CH:18]4[CH2:23][CH2:22][N:21](C(OC(C)(C)C)=O)[CH2:20][CH2:19]4)=[CH:15][CH:14]=3)[CH:12]=2)=[O:7])[CH2:5][CH2:4][CH2:3][CH2:2]1.O1CCCC1.CO.Cl, predict the reaction product. The product is: [N:1]1([C:6]([C:8]2[CH:9]=[N:10][N:11]([C:13]3[CH:32]=[CH:31][C:16]([O:17][CH:18]4[CH2:19][CH2:20][NH:21][CH2:22][CH2:23]4)=[CH:15][CH:14]=3)[CH:12]=2)=[O:7])[CH2:5][CH2:4][CH2:3][CH2:2]1. (3) Given the reactants [Cl:1][C:2]1[CH:7]=[CH:6][C:5]([C:8](O)([CH2:12][CH3:13])[CH2:9][CH2:10][OH:11])=[CH:4][CH:3]=1.ClC1C=CC(C(=O)CC)=CC=1.[Cl-].[In+3].[Cl-].[Cl-].[CH3:30][S:31][CH2:32][C:33]1[CH:34]=[CH:35][CH:36]=[C:37]2[C:41]=1[NH:40][CH:39]=[CH:38]2, predict the reaction product. The product is: [Cl:1][C:2]1[CH:7]=[CH:6][C:5]([C:8]([C:38]2[C:37]3[C:41](=[C:33]([CH2:32][S:31][CH3:30])[CH:34]=[CH:35][CH:36]=3)[NH:40][CH:39]=2)([CH2:12][CH3:13])[CH2:9][CH2:10][OH:11])=[CH:4][CH:3]=1. (4) The product is: [Cl:60][C:58]1[CH:57]=[CH:56][C:55]([F:61])=[C:54]([C:51]2[CH:52]=[CH:53][C:48]([CH2:47][C@@H:46]([NH:62][C:63]([C:65]3[N:66]=[N:67][NH:68][CH:69]=3)=[O:64])[CH2:45][C@@H:44]([NH:70][C:13](=[O:14])[CH2:12][CH2:11][CH2:10][NH:9][CH3:8])[C:43]([OH:42])=[O:71])=[CH:49][CH:50]=2)[CH:59]=1. Given the reactants C(OC([CH2:8][NH:9][CH2:10][CH2:11][CH2:12][C:13](O)=[O:14])=O)(C)(C)C.CN(C(ON1N=NC2C=CC=NC1=2)=[N+](C)C)C.F[P-](F)(F)(F)(F)F.C([O:42][C:43](=[O:71])[C@H:44]([NH2:70])[CH2:45][C@H:46]([NH:62][C:63]([C:65]1[N:66]=[N:67][NH:68][CH:69]=1)=[O:64])[CH2:47][C:48]1[CH:53]=[CH:52][C:51]([C:54]2[CH:59]=[C:58]([Cl:60])[CH:57]=[CH:56][C:55]=2[F:61])=[CH:50][CH:49]=1)C.CCN(C(C)C)C(C)C.Cl.O1CCOCC1, predict the reaction product. (5) The product is: [CH2:1]([O:5][C:6]1[CH:7]=[C:8]([CH:12]([C:21]([O:23][C:24]([CH3:27])([CH3:26])[CH3:25])=[O:22])[CH2:13][NH:14][CH2:15][C:16]([N:18]([CH3:20])[CH3:19])=[S:37])[CH:9]=[CH:10][CH:11]=1)[CH2:2][CH2:3][CH3:4]. Given the reactants [CH2:1]([O:5][C:6]1[CH:7]=[C:8]([CH:12]([C:21]([O:23][C:24]([CH3:27])([CH3:26])[CH3:25])=[O:22])[CH2:13][NH:14][CH2:15][C:16]([N:18]([CH3:20])[CH3:19])=O)[CH:9]=[CH:10][CH:11]=1)[CH2:2][CH2:3][CH3:4].COC1C=CC(P2(SP(C3C=CC(OC)=CC=3)(=S)S2)=[S:37])=CC=1, predict the reaction product. (6) Given the reactants F[B-](F)(F)F.[CH3:6][O:7][C:8]1[C:17]2[O:16][CH2:15][O:14][CH2:13][C:12]=2[CH:11]=[C:10]([CH:18]([NH:22][C:23]2[CH:28]=[CH:27][C:26]([C:29]3[N:33]=[C:32]([CH3:34])[O:31][N:30]=3)=[CH:25][CH:24]=2)[C:19]([NH2:21])=[S:20])[CH:9]=1.[C:35](=O)([O-])O.[Na+].C(OCC)(=O)C, predict the reaction product. The product is: [CH3:35][S:20][C:19](=[NH:21])[CH:18]([C:10]1[CH:9]=[C:8]([O:7][CH3:6])[C:17]2[O:16][CH2:15][O:14][CH2:13][C:12]=2[CH:11]=1)[NH:22][C:23]1[CH:24]=[CH:25][C:26]([C:29]2[N:33]=[C:32]([CH3:34])[O:31][N:30]=2)=[CH:27][CH:28]=1.